From a dataset of Full USPTO retrosynthesis dataset with 1.9M reactions from patents (1976-2016). Predict the reactants needed to synthesize the given product. (1) The reactants are: [Na].[NH2:2][C:3]1[CH:4]=[C:5]([OH:10])[CH:6]=[CH:7][C:8]=1[NH2:9].NC1C=CC(OC)=CC=1N.B(Br)(Br)Br.[OH-].[Na+]. Given the product [NH2:2][C:3]1[CH:4]=[C:5]([OH:10])[CH:6]=[CH:7][C:8]=1[NH2:9], predict the reactants needed to synthesize it. (2) Given the product [Cl:1][C:2]1[C:3]([CH2:13][CH3:14])=[N:4][N:5]2[CH:10]=[CH:9][CH:8]=[C:7]([OH:11])[C:6]=12, predict the reactants needed to synthesize it. The reactants are: [Cl:1][C:2]1[C:3]([CH2:13][CH3:14])=[N:4][N:5]2[CH:10]=[CH:9][CH:8]=[C:7]([O:11]C)[C:6]=12.[Br-].[Br-].[Br-].B. (3) Given the product [C:14]([C:13]1[N:5]2[C:6]3[C:11]([CH:12]=[C:3]([CH3:2])[C:4]2=[C:33]([C:34]#[N:35])[CH:32]=1)=[CH:10][CH:9]=[CH:8][CH:7]=3)(=[O:15])[C:16]1[CH:21]=[CH:20][CH:19]=[CH:18][CH:17]=1, predict the reactants needed to synthesize it. The reactants are: [Br-].[CH3:2][C:3]1[CH:4]=[N+:5]([CH2:13][C:14]([C:16]2[CH:21]=[CH:20][CH:19]=[CH:18][CH:17]=2)=[O:15])[C:6]2[C:11]([CH:12]=1)=[CH:10][CH:9]=[CH:8][CH:7]=2.BrCC(C1C=CC=CC=1)=O.[CH3:32][C:33]1[CH:34]=[N:35]C2C(C=1)=CC=CC=2.